Task: Binary Classification. Given a drug SMILES string, predict its activity (active/inactive) in a high-throughput screening assay against a specified biological target.. Dataset: M1 muscarinic receptor antagonist screen with 61,756 compounds (1) The drug is Fc1ccc(C(=O)C2C3C4C(Oc5c3ccc(OC)c5)(NC2=O)CCN(C4)C)cc1. The result is 0 (inactive). (2) The compound is s1c2nc(c3c(CC(OC3)(C)C)c2c(N)c1C(OCC)=O)c1occc1. The result is 0 (inactive). (3) The drug is Oc1c(C(C)(C)C)cc(c(C(C)(C)C)c1)CCC(=O)N1CCNCC1. The result is 0 (inactive). (4) The compound is O(c1c(C(N2CCc3c(C2)cccc3)c2n(nnn2)C(C)(C)C)cc(OC)cc1)C. The result is 0 (inactive). (5) The drug is s1c2c(nc1/N=C/N(C)C)ccc(OC)c2. The result is 0 (inactive). (6) The drug is O1c2c(C(C(CCC)C)C(=C1N)C#N)c(oc1c2cccc1)=O. The result is 0 (inactive).